This data is from Reaction yield outcomes from USPTO patents with 853,638 reactions. The task is: Predict the reaction yield, written as a fraction of the theoretical maximum amount of product (1.0 means a 100% yield; for example, 0.34 means a 34% yield). The reactants are [N+:1]([C:4]1[CH:5]=[C:6]2[C:10](=[CH:11][CH:12]=1)[NH:9][C:8]([C:13]1[CH:18]=[CH:17][CH:16]=[CH:15][CH:14]=1)=[CH:7]2)([O-])=O. The catalyst is CO.[Ni]. The product is [C:13]1([C:8]2[NH:9][C:10]3[C:6]([CH:7]=2)=[CH:5][C:4]([NH2:1])=[CH:12][CH:11]=3)[CH:14]=[CH:15][CH:16]=[CH:17][CH:18]=1. The yield is 0.770.